From a dataset of NCI-60 drug combinations with 297,098 pairs across 59 cell lines. Regression. Given two drug SMILES strings and cell line genomic features, predict the synergy score measuring deviation from expected non-interaction effect. Drug 1: CC12CCC(CC1=CCC3C2CCC4(C3CC=C4C5=CN=CC=C5)C)O. Drug 2: CN(C)N=NC1=C(NC=N1)C(=O)N. Cell line: A549. Synergy scores: CSS=4.19, Synergy_ZIP=-1.54, Synergy_Bliss=2.37, Synergy_Loewe=-0.789, Synergy_HSA=0.900.